From a dataset of Forward reaction prediction with 1.9M reactions from USPTO patents (1976-2016). Predict the product of the given reaction. (1) Given the reactants [Br:1][C:2]1[CH:3]=[C:4]([N:8]2[CH:13]([CH2:14][OH:15])[CH2:12][CH:11]3[CH:9]2[CH2:10]3)[CH:5]=[N:6][CH:7]=1.C(N(CC)CC)C.[CH3:23][S:24](Cl)(=[O:26])=[O:25], predict the reaction product. The product is: [CH3:23][S:24]([O:15][CH2:14][CH:13]1[CH2:12][CH:11]2[CH:9]([CH2:10]2)[N:8]1[C:4]1[CH:5]=[N:6][CH:7]=[C:2]([Br:1])[CH:3]=1)(=[O:26])=[O:25]. (2) Given the reactants C(OC(=O)[NH:7][C:8]1[CH:13]=[CH:12][C:11]([N:14]2[CH:18]=[CH:17][CH:16]=[CH:15]2)=[CH:10][C:9]=1[NH:19][C:20](=[O:35])[CH2:21][C:22](=O)[C:23]1[CH:28]=[CH:27][CH:26]=[C:25]([N:29]2[CH:33]=[CH:32][N:31]=[N:30]2)[CH:24]=1)(C)(C)C.C(O)(C(F)(F)F)=O, predict the reaction product. The product is: [N:14]1([C:11]2[CH:12]=[CH:13][C:8]3[N:7]=[C:22]([C:23]4[CH:28]=[CH:27][CH:26]=[C:25]([N:29]5[CH:33]=[CH:32][N:31]=[N:30]5)[CH:24]=4)[CH2:21][C:20](=[O:35])[NH:19][C:9]=3[CH:10]=2)[CH:18]=[CH:17][CH:16]=[CH:15]1. (3) Given the reactants [NH2:1][C:2]1[C:10]([O:11][CH3:12])=[CH:9][CH:8]=[CH:7][C:3]=1[C:4]([OH:6])=O.[CH3:13][NH2:14].[CH3:15][O:16][C:17]1[CH:24]=[CH:23][C:20]([CH:21]=O)=[CH:19][CH:18]=1.OC1[CH2:31][CH2:30][N:29](C(OC(C)(C)C)=O)[CH2:28][CH2:27]1.C(O[C:42]1(O[Si](C)(C)C)[CH2:44][CH2:43]1)C, predict the reaction product. The product is: [CH3:12][O:11][C:10]1[CH:9]=[CH:8][CH:7]=[C:3]2[C:2]=1[N:1]=[C:21]([C:20]1[CH:23]=[CH:24][C:17]([O:16][CH:15]3[CH2:31][CH2:30][N:29]([CH:42]4[CH2:43][CH2:44]4)[CH2:28][CH2:27]3)=[CH:18][CH:19]=1)[N:14]([CH3:13])[C:4]2=[O:6]. (4) Given the reactants [CH2:1]([O:5][C:6]([N:8]1[CH2:13][CH2:12][N:11]([C:14](=[O:30])[CH2:15][NH:16][C:17]([C:19]2[CH:28]=[C:27]([OH:29])[C:26]3[C:21](=[CH:22][CH:23]=[CH:24][CH:25]=3)[N:20]=2)=[O:18])[CH2:10][CH2:9]1)=[O:7])[CH2:2][CH2:3][CH3:4].C(=O)([O-])[O-].[Cs+].[Cs+].[CH2:37]([O:44][C:45](=[O:48])[CH2:46]Br)[C:38]1[CH:43]=[CH:42][CH:41]=[CH:40][CH:39]=1, predict the reaction product. The product is: [CH2:1]([O:5][C:6]([N:8]1[CH2:9][CH2:10][N:11]([C:14](=[O:30])[CH2:15][NH:16][C:17]([C:19]2[CH:28]=[C:27]([O:29][CH2:46][C:45]([O:44][CH2:37][C:38]3[CH:43]=[CH:42][CH:41]=[CH:40][CH:39]=3)=[O:48])[C:26]3[C:21](=[CH:22][CH:23]=[CH:24][CH:25]=3)[N:20]=2)=[O:18])[CH2:12][CH2:13]1)=[O:7])[CH2:2][CH2:3][CH3:4].